Task: Predict which catalyst facilitates the given reaction.. Dataset: Catalyst prediction with 721,799 reactions and 888 catalyst types from USPTO (1) Reactant: [NH2:1][C:2]1[CH:7]=[CH:6][C:5]([CH2:8][CH2:9][C:10]2[N:11]=[C:12]([NH:15][C:16](=[O:18])[CH3:17])[S:13][CH:14]=2)=[CH:4][CH:3]=1.Cl.C(=O)([O-])O.[Na+].[N:25]#[C:26][NH2:27]. Product: [NH2:27][C:26]([NH:1][C:2]1[CH:7]=[CH:6][C:5]([CH2:8][CH2:9][C:10]2[N:11]=[C:12]([NH:15][C:16](=[O:18])[CH3:17])[S:13][CH:14]=2)=[CH:4][CH:3]=1)=[NH:25]. The catalyst class is: 162. (2) Reactant: [CH3:1][S:2]([C:5]([C:23]([O:25][C:26]([CH3:29])([CH3:28])[CH3:27])=[O:24])([NH2:22])[C:6]1[CH:7]=[C:8]([C:12]2[N:13]([CH3:21])[C:14]3[C:19]([CH:20]=2)=[CH:18][CH:17]=[CH:16][CH:15]=3)[CH:9]=[N:10][CH:11]=1)(=[O:4])=[O:3].ClS([N:34]=[C:35]=O)(=O)=O.CN(C=O)C. Product: [CH3:1][S:2]([C:5]([C:23]([O:25][C:26]([CH3:29])([CH3:28])[CH3:27])=[O:24])([NH2:22])[C:6]1[CH:7]=[C:8]([C:12]2[N:13]([CH3:21])[C:14]3[C:19]([C:20]=2[C:35]#[N:34])=[CH:18][CH:17]=[CH:16][CH:15]=3)[CH:9]=[N:10][CH:11]=1)(=[O:3])=[O:4]. The catalyst class is: 4. (3) Reactant: [Cl:1][C:2]1[CH:8]=[C:7]([I:9])[CH:6]=[CH:5][C:3]=1[NH2:4].[C:10](=O)(OC(Cl)(Cl)Cl)[O:11]C(Cl)(Cl)Cl. Product: [Cl:1][C:2]1[CH:8]=[C:7]([I:9])[CH:6]=[CH:5][C:3]=1[N:4]=[C:10]=[O:11]. The catalyst class is: 11. (4) Reactant: [N+:1]([C:4]1[CH:11]=[CH:10][CH:9]=[C:8]([N+:12]([O-])=O)[C:5]=1[NH:6][CH3:7])([O-])=O. Product: [CH3:7][NH:6][C:5]1[C:8]([NH2:12])=[CH:9][CH:10]=[CH:11][C:4]=1[NH2:1]. The catalyst class is: 5. (5) Reactant: [Cl:1][C:2]1[CH:3]=[C:4]([CH:7]=[CH:8][CH:9]=1)[CH:5]=O.[Br:10][C:11]1[CH:16]=[CH:15][C:14]([C:17](=[O:19])[CH3:18])=[CH:13][CH:12]=1.C[O-].[Na+].Cl. Product: [Br:10][C:11]1[CH:16]=[CH:15][C:14]([C:17](=[O:19])/[CH:18]=[CH:5]/[C:4]2[CH:7]=[CH:8][CH:9]=[C:2]([Cl:1])[CH:3]=2)=[CH:13][CH:12]=1. The catalyst class is: 5. (6) Reactant: O1CCCCC1[O:7][C:8]1[CH:13]=[CH:12][C:11]([N:14]2[CH2:19][CH2:18][CH:17]([O:20][C:21]3[CH:26]=[CH:25][C:24]([O:27][C:28]([F:31])([F:30])[F:29])=[CH:23][CH:22]=3)[CH2:16][CH2:15]2)=[CH:10][CH:9]=1.C1(C)C=CC(S([O-])(=O)=O)=CC=1.[NH+]1C=CC=CC=1. Product: [F:31][C:28]([F:29])([F:30])[O:27][C:24]1[CH:25]=[CH:26][C:21]([O:20][CH:17]2[CH2:16][CH2:15][N:14]([C:11]3[CH:12]=[CH:13][C:8]([OH:7])=[CH:9][CH:10]=3)[CH2:19][CH2:18]2)=[CH:22][CH:23]=1. The catalyst class is: 8. (7) Reactant: Cl[C:2]1[CH:7]=[C:6]([F:8])[C:5]([N+:9]([O-])=O)=[CH:4][C:3]=1[OH:12]. Product: [NH2:9][C:5]1[CH:4]=[C:3]([OH:12])[CH:2]=[CH:7][C:6]=1[F:8]. The catalyst class is: 50.